Dataset: Forward reaction prediction with 1.9M reactions from USPTO patents (1976-2016). Task: Predict the product of the given reaction. The product is: [OH:19][C:2]1[CH:3]=[C:4]([CH:9]=[C:10]([N:12]([CH3:17])[S:13]([CH3:16])(=[O:15])=[O:14])[CH:11]=1)[C:5]([O:7][CH3:8])=[O:6]. Given the reactants N[C:2]1[CH:3]=[C:4]([CH:9]=[C:10]([N:12]([CH3:17])[S:13]([CH3:16])(=[O:15])=[O:14])[CH:11]=1)[C:5]([O:7][CH3:8])=[O:6].N([O-])=[O:19].[Na+].O, predict the reaction product.